Dataset: Forward reaction prediction with 1.9M reactions from USPTO patents (1976-2016). Task: Predict the product of the given reaction. (1) Given the reactants F[C:2](F)(F)C([O-])=O.[Na+].[NH2:9][C@@H:10]([CH2:23][C:24]1[CH:29]=[CH:28][CH:27]=[CH:26][CH:25]=1)[CH2:11][O:12][CH2:13][C:14]1[CH:22]=[CH:21][C:17]([C:18]([OH:20])=[O:19])=[CH:16][CH:15]=1.C1(C)C=CC(S([O-])(=O)=O)=CC=1.S(Cl)([Cl:43])=O, predict the reaction product. The product is: [ClH:43].[CH3:2][O:19][C:18](=[O:20])[C:17]1[CH:21]=[CH:22][C:14]([CH2:13][O:12][CH2:11][C@@H:10]([NH2:9])[CH2:23][C:24]2[CH:25]=[CH:26][CH:27]=[CH:28][CH:29]=2)=[CH:15][CH:16]=1. (2) Given the reactants [OH:1][C:2]1[C:9]([CH3:10])=[C:8]([CH3:11])[C:5]([CH:6]=[O:7])=[C:4]([CH3:12])[C:3]=1[CH3:13].[H-].[Na+].[CH2:16](Br)[C:17]1[CH:22]=[CH:21][CH:20]=[CH:19][CH:18]=1.Cl, predict the reaction product. The product is: [CH2:16]([O:1][C:2]1[C:3]([CH3:13])=[C:4]([CH3:12])[C:5]([CH:6]=[O:7])=[C:8]([CH3:11])[C:9]=1[CH3:10])[C:17]1[CH:22]=[CH:21][CH:20]=[CH:19][CH:18]=1.